This data is from Forward reaction prediction with 1.9M reactions from USPTO patents (1976-2016). The task is: Predict the product of the given reaction. (1) Given the reactants Br[CH2:2][C:3]([C:5]1[CH:10]=[C:9]([O:11][CH3:12])[C:8]([O:13][CH3:14])=[C:7]([O:15][CH3:16])[CH:6]=1)=[O:4].[CH2:17]([N:21]([CH2:47][CH:48]([CH3:50])[CH3:49])[C:22]([C:24]1[CH:46]=[CH:45][C:27]2[N:28]([CH2:32][CH2:33][CH2:34][N:35]([CH3:44])[CH2:36][CH2:37][C:38]3[CH:43]=[CH:42][CH:41]=[CH:40][N:39]=3)[C:29](=[S:31])[NH:30][C:26]=2[CH:25]=1)=[O:23])[CH:18]([CH3:20])[CH3:19], predict the reaction product. The product is: [CH2:47]([N:21]([CH2:17][CH:18]([CH3:20])[CH3:19])[C:22]([C:24]1[CH:46]=[CH:45][C:27]2[N:28]([CH2:32][CH2:33][CH2:34][N:35]([CH3:44])[CH2:36][CH2:37][C:38]3[CH:43]=[CH:42][CH:41]=[CH:40][N:39]=3)[C:29]([S:31][CH2:2][C:3](=[O:4])[C:5]3[CH:10]=[C:9]([O:11][CH3:12])[C:8]([O:13][CH3:14])=[C:7]([O:15][CH3:16])[CH:6]=3)=[N:30][C:26]=2[CH:25]=1)=[O:23])[CH:48]([CH3:49])[CH3:50]. (2) Given the reactants [F:1][C:2]1[CH:7]=[CH:6][C:5]([CH2:8][C:9]2[CH:18]=[C:17]3[C:12]([C:13]([OH:34])=[C:14]([C:29]([O:31]CC)=O)[C:15](=[O:28])[N:16]3[CH2:19][CH2:20][N:21]3[CH2:26][CH2:25][CH2:24][CH2:23][C:22]3=[O:27])=[N:11][CH:10]=2)=[CH:4][CH:3]=1.[CH3:35][NH2:36], predict the reaction product. The product is: [F:1][C:2]1[CH:7]=[CH:6][C:5]([CH2:8][C:9]2[CH:18]=[C:17]3[C:12]([C:13]([OH:34])=[C:14]([C:29]([NH:36][CH3:35])=[O:31])[C:15](=[O:28])[N:16]3[CH2:19][CH2:20][N:21]3[CH2:26][CH2:25][CH2:24][CH2:23][C:22]3=[O:27])=[N:11][CH:10]=2)=[CH:4][CH:3]=1. (3) Given the reactants CO[C:3](=[O:20])[CH2:4][CH2:5][C@H:6]1[CH2:10][O:9][C:8]([CH3:12])([CH3:11])[N:7]1[C:13]([O:15][C:16]([CH3:19])([CH3:18])[CH3:17])=[O:14].[Mg]([CH2:23][CH2:24][CH2:25][CH2:26][Mg]Br)Br, predict the reaction product. The product is: [OH:20][C:3]1([CH2:4][CH2:5][C@H:6]2[CH2:10][O:9][C:8]([CH3:11])([CH3:12])[N:7]2[C:13]([O:15][C:16]([CH3:17])([CH3:18])[CH3:19])=[O:14])[CH2:26][CH2:25][CH2:24][CH2:23]1. (4) Given the reactants [C:1]([CH:5]1[CH2:10][CH2:9][CH:8]([CH2:11][C:12]2[CH:13]=[C:14]3[C:19](=[CH:20][CH:21]=2)[CH:18]=[C:17]([C@:22]2([CH3:28])[CH2:26][O:25]C(=O)[NH:23]2)[CH:16]=[CH:15]3)[CH2:7][CH2:6]1)([CH3:4])([CH3:3])[CH3:2].[OH-].[Li+].C(O)C.O, predict the reaction product. The product is: [NH2:23][C@@:22]([C:17]1[CH:16]=[CH:15][C:14]2[C:19](=[CH:20][CH:21]=[C:12]([CH2:11][CH:8]3[CH2:7][CH2:6][CH:5]([C:1]([CH3:4])([CH3:3])[CH3:2])[CH2:10][CH2:9]3)[CH:13]=2)[CH:18]=1)([CH3:28])[CH2:26][OH:25]. (5) Given the reactants [Br:1][C:2]1[CH:7]=[CH:6][C:5]([S:8]([CH2:11][CH2:12]Cl)(=[O:10])=[O:9])=[CH:4][CH:3]=1.[NH:14]1[CH2:19][CH2:18][O:17][CH2:16][CH2:15]1.CCOC(C)=O, predict the reaction product. The product is: [Br:1][C:2]1[CH:7]=[CH:6][C:5]([S:8]([CH2:11][CH2:12][N:14]2[CH2:19][CH2:18][O:17][CH2:16][CH2:15]2)(=[O:10])=[O:9])=[CH:4][CH:3]=1. (6) The product is: [CH2:3]1[C:4]2[C:9](=[CH:8][CH:7]=[CH:6][CH:5]=2)[CH2:10][CH:2]1[NH:1][CH:11]=[O:12]. Given the reactants [NH2:1][CH:2]1[CH2:10][C:9]2[C:4](=[CH:5][CH:6]=[CH:7][CH:8]=2)[CH2:3]1.[CH:11](O)=[O:12].C(=O)([O-])[O-].[Na+].[Na+], predict the reaction product. (7) The product is: [C:16]([C:15]1[CH:14]=[CH:13][C:12]([N:6]2[CH:5]=[C:4]3[C:8]([CH:9]=[CH:10][CH:11]=[C:3]3[C:2]([OH:25])=[O:1])=[N:7]2)=[CH:19][CH:18]=1)#[N:17]. Given the reactants [OH:1][CH2:2][C:3]1[C:4]2[C:8]([CH:9]=[CH:10][CH:11]=1)=[N:7][N:6]([C:12]1[CH:19]=[CH:18][C:15]([C:16]#[N:17])=[CH:14][CH:13]=1)[CH:5]=2.CC(=CC)C.[O-:25]Cl=O.[Na+], predict the reaction product.